Task: Regression. Given a peptide amino acid sequence and an MHC pseudo amino acid sequence, predict their binding affinity value. This is MHC class I binding data.. Dataset: Peptide-MHC class I binding affinity with 185,985 pairs from IEDB/IMGT (1) The peptide sequence is LVKLSSYHVV. The MHC is HLA-A02:01 with pseudo-sequence HLA-A02:01. The binding affinity (normalized) is 0.115. (2) The MHC is HLA-B07:02 with pseudo-sequence HLA-B07:02. The binding affinity (normalized) is 0.0847. The peptide sequence is ETALAIIRR.